From a dataset of NCI-60 drug combinations with 297,098 pairs across 59 cell lines. Regression. Given two drug SMILES strings and cell line genomic features, predict the synergy score measuring deviation from expected non-interaction effect. (1) Cell line: K-562. Drug 1: C1=NC2=C(N=C(N=C2N1C3C(C(C(O3)CO)O)O)F)N. Drug 2: CC1CCC2CC(C(=CC=CC=CC(CC(C(=O)C(C(C(=CC(C(=O)CC(OC(=O)C3CCCCN3C(=O)C(=O)C1(O2)O)C(C)CC4CCC(C(C4)OC)OCCO)C)C)O)OC)C)C)C)OC. Synergy scores: CSS=0.401, Synergy_ZIP=2.68, Synergy_Bliss=-4.07, Synergy_Loewe=-6.70, Synergy_HSA=-6.61. (2) Drug 1: C1C(C(OC1N2C=C(C(=O)NC2=O)F)CO)O. Drug 2: CC1C(C(CC(O1)OC2CC(OC(C2O)C)OC3=CC4=CC5=C(C(=O)C(C(C5)C(C(=O)C(C(C)O)O)OC)OC6CC(C(C(O6)C)O)OC7CC(C(C(O7)C)O)OC8CC(C(C(O8)C)O)(C)O)C(=C4C(=C3C)O)O)O)O. Cell line: SK-MEL-5. Synergy scores: CSS=25.0, Synergy_ZIP=-2.63, Synergy_Bliss=-3.39, Synergy_Loewe=-5.94, Synergy_HSA=-2.87. (3) Drug 1: CC1C(C(=O)NC(C(=O)N2CCCC2C(=O)N(CC(=O)N(C(C(=O)O1)C(C)C)C)C)C(C)C)NC(=O)C3=C4C(=C(C=C3)C)OC5=C(C(=O)C(=C(C5=N4)C(=O)NC6C(OC(=O)C(N(C(=O)CN(C(=O)C7CCCN7C(=O)C(NC6=O)C(C)C)C)C)C(C)C)C)N)C. Drug 2: CC1C(C(CC(O1)OC2CC(CC3=C2C(=C4C(=C3O)C(=O)C5=CC=CC=C5C4=O)O)(C(=O)C)O)N)O. Synergy scores: CSS=37.7, Synergy_ZIP=16.8, Synergy_Bliss=17.4, Synergy_Loewe=16.4, Synergy_HSA=17.3. Cell line: BT-549. (4) Drug 1: C1CCN(CC1)CCOC2=CC=C(C=C2)C(=O)C3=C(SC4=C3C=CC(=C4)O)C5=CC=C(C=C5)O. Drug 2: C1=CC=C(C=C1)NC(=O)CCCCCCC(=O)NO. Cell line: HT29. Synergy scores: CSS=3.15, Synergy_ZIP=0.117, Synergy_Bliss=0.0162, Synergy_Loewe=-7.57, Synergy_HSA=-3.36. (5) Drug 1: CC1C(C(CC(O1)OC2CC(CC3=C2C(=C4C(=C3O)C(=O)C5=C(C4=O)C(=CC=C5)OC)O)(C(=O)C)O)N)O.Cl. Drug 2: C1=CC=C(C(=C1)C(C2=CC=C(C=C2)Cl)C(Cl)Cl)Cl. Cell line: A498. Synergy scores: CSS=15.1, Synergy_ZIP=-5.81, Synergy_Bliss=-5.26, Synergy_Loewe=-27.0, Synergy_HSA=-5.66. (6) Drug 1: CNC(=O)C1=NC=CC(=C1)OC2=CC=C(C=C2)NC(=O)NC3=CC(=C(C=C3)Cl)C(F)(F)F. Drug 2: C1=CN(C=N1)CC(O)(P(=O)(O)O)P(=O)(O)O. Cell line: OVCAR-4. Synergy scores: CSS=-0.796, Synergy_ZIP=0.950, Synergy_Bliss=0.347, Synergy_Loewe=-1.81, Synergy_HSA=-2.14. (7) Drug 1: C1CC(=O)NC(=O)C1N2C(=O)C3=CC=CC=C3C2=O. Drug 2: CC1C(C(CC(O1)OC2CC(CC3=C2C(=C4C(=C3O)C(=O)C5=C(C4=O)C(=CC=C5)OC)O)(C(=O)CO)O)N)O.Cl. Cell line: NCI-H522. Synergy scores: CSS=58.0, Synergy_ZIP=2.61, Synergy_Bliss=6.79, Synergy_Loewe=-31.6, Synergy_HSA=6.43. (8) Drug 1: CC1C(C(CC(O1)OC2CC(OC(C2O)C)OC3=CC4=CC5=C(C(=O)C(C(C5)C(C(=O)C(C(C)O)O)OC)OC6CC(C(C(O6)C)O)OC7CC(C(C(O7)C)O)OC8CC(C(C(O8)C)O)(C)O)C(=C4C(=C3C)O)O)O)O. Drug 2: CNC(=O)C1=NC=CC(=C1)OC2=CC=C(C=C2)NC(=O)NC3=CC(=C(C=C3)Cl)C(F)(F)F. Cell line: SF-295. Synergy scores: CSS=20.2, Synergy_ZIP=-1.58, Synergy_Bliss=-4.33, Synergy_Loewe=-29.8, Synergy_HSA=-3.74. (9) Drug 1: CS(=O)(=O)C1=CC(=C(C=C1)C(=O)NC2=CC(=C(C=C2)Cl)C3=CC=CC=N3)Cl. Drug 2: CC(C1=C(C=CC(=C1Cl)F)Cl)OC2=C(N=CC(=C2)C3=CN(N=C3)C4CCNCC4)N. Cell line: SK-MEL-2. Synergy scores: CSS=1.58, Synergy_ZIP=1.73, Synergy_Bliss=6.14, Synergy_Loewe=-7.00, Synergy_HSA=0.881.